From a dataset of Reaction yield outcomes from USPTO patents with 853,638 reactions. Predict the reaction yield, written as a fraction of the theoretical maximum amount of product (1.0 means a 100% yield; for example, 0.34 means a 34% yield). (1) The reactants are [C:1]([C:4]1[CH:5]=[N:6][CH:7]=[N:8][CH:9]=1)(=[O:3])[CH3:2].CO[CH:12](OC)[N:13]([CH3:15])[CH3:14]. The catalyst is C(O)(C)C. The product is [CH3:12][N:13]([CH3:15])/[CH:14]=[CH:2]/[C:1]([C:4]1[CH:5]=[N:6][CH:7]=[N:8][CH:9]=1)=[O:3]. The yield is 0.590. (2) The reactants are [NH2:1][C:2]1[C:10]2[C:5](=[N:6][CH:7]=[C:8]([Br:25])[C:9]=2[N:11]2[CH2:16][CH2:15][CH2:14][C@@H:13]([NH:17][C:18](=[O:24])[O:19][C:20]([CH3:23])([CH3:22])[CH3:21])[CH2:12]2)[NH:4][CH:3]=1.C[N:27]1[C:31](=[O:32])C[CH2:29][CH2:28]1.N1C=CC=CC=1.N(CC)=C=O. The catalyst is O.C(#N)C. The product is [Br:25][C:8]1[C:9]([N:11]2[CH2:16][CH2:15][CH2:14][C@@H:13]([NH:17][C:18](=[O:24])[O:19][C:20]([CH3:21])([CH3:22])[CH3:23])[CH2:12]2)=[C:10]2[C:2]([NH:1][C:31]([NH:27][CH2:28][CH3:29])=[O:32])=[CH:3][NH:4][C:5]2=[N:6][CH:7]=1. The yield is 0.740. (3) The reactants are Cl.[NH2:2][CH:3]([C:6]1[CH:11]=[CH:10][CH:9]=[CH:8][CH:7]=1)[C:4]#[N:5].[C:12]([N:29]=[C:30]=[S:31])([O:14][CH2:15][CH:16]1[C:28]2[C:23](=[CH:24][CH:25]=[CH:26][CH:27]=2)[C:22]2[C:17]1=[CH:18][CH:19]=[CH:20][CH:21]=2)=[O:13].C(N(C(C)C)C(C)C)C.C(=O)(O)[O-].[Na+]. The catalyst is C(Cl)Cl. The product is [NH2:5][C:4]1[S:31][C:30]([NH:29][C:12]([O:14][CH2:15][CH:16]2[C:17]3[C:22](=[CH:21][CH:20]=[CH:19][CH:18]=3)[C:23]3[C:28]2=[CH:27][CH:26]=[CH:25][CH:24]=3)=[O:13])=[N:2][C:3]=1[C:6]1[CH:11]=[CH:10][CH:9]=[CH:8][CH:7]=1. The yield is 0.480. (4) The reactants are [OH:1][C:2]1[CH:3]=[C:4]([CH:7]=[CH:8][C:9]=1O)[CH:5]=[O:6].[C:11](=[O:14])([O-])[O-].[Cs+].[Cs+].S(O[CH2:22][CH2:23][CH2:24][CH2:25][CH2:26][CH2:27][CH2:28][CH2:29]/[CH:30]=[CH:31]\[CH2:32][CH2:33][CH2:34][CH2:35][CH2:36][CH2:37][CH2:38][CH3:39])(=O)(=O)C. The catalyst is COCCOCCOC. The product is [CH2:22]([O:1][C:2]1[C:3]([O:14][CH2:11][CH2:22][CH2:23][CH2:24][CH2:25][CH2:26][CH2:27][CH2:28]/[CH:29]=[CH:30]\[CH2:31][CH2:32][CH2:33][CH2:34][CH2:35][CH2:36][CH2:37][CH3:38])=[C:4]([CH:7]=[CH:8][CH:9]=1)[CH:5]=[O:6])[CH2:23][CH2:24][CH2:25][CH2:26][CH2:27][CH2:28][CH2:29]/[CH:30]=[CH:31]\[CH2:32][CH2:33][CH2:34][CH2:35][CH2:36][CH2:37][CH2:38][CH3:39]. The yield is 0.890. (5) The reactants are [O:1]1[C:5]2[CH:6]=[CH:7][C:8]([C:10]3([C:13]([OH:15])=O)[CH2:12][CH2:11]3)=[CH:9][C:4]=2[O:3][CH2:2]1.CN(C)C=O.C(N(CC)CC)C.[NH2:28][C:29]1[CH:30]=[C:31]2[C:35](=[CH:36][CH:37]=1)[NH:34][C:33]([C:38]([O:40][CH2:41][CH3:42])=[O:39])=[CH:32]2. The catalyst is S(Cl)(Cl)=O.ClCCl. The product is [O:1]1[C:5]2[CH:6]=[CH:7][C:8]([C:10]3([C:13]([NH:28][C:29]4[CH:30]=[C:31]5[C:35](=[CH:36][CH:37]=4)[NH:34][C:33]([C:38]([O:40][CH2:41][CH3:42])=[O:39])=[CH:32]5)=[O:15])[CH2:11][CH2:12]3)=[CH:9][C:4]=2[O:3][CH2:2]1. The yield is 0.880. (6) The reactants are [F:1][C:2]1[CH:10]=[C:9]2[C:5]([CH:6]=[N:7][N:8]2[CH3:11])=[CH:4][C:3]=1[CH2:12][C:13]1[N:17]2[N:18]=[C:19]([C:22](=O)[CH3:23])[CH:20]=[CH:21][C:16]2=[N:15][CH:14]=1.Cl.[NH2:26][O:27][CH2:28][CH2:29][OH:30].C(N(CC)CC)C. The catalyst is CO. The product is [OH:30][CH2:29][CH2:28][O:27]/[N:26]=[C:22](/[C:19]1[CH:20]=[CH:21][C:16]2[N:17]([C:13]([CH2:12][C:3]3[CH:4]=[C:5]4[C:9](=[CH:10][C:2]=3[F:1])[N:8]([CH3:11])[N:7]=[CH:6]4)=[CH:14][N:15]=2)[N:18]=1)\[CH3:23]. The yield is 0.700.